This data is from Reaction yield outcomes from USPTO patents with 853,638 reactions. The task is: Predict the reaction yield, written as a fraction of the theoretical maximum amount of product (1.0 means a 100% yield; for example, 0.34 means a 34% yield). (1) The reactants are Cl[C:2]1[N:7]=[C:6](OS(C(F)(F)F)(=O)=O)[CH:5]=[CH:4][CH:3]=1.[CH2:16]([Mg]Br)[CH:17]([CH3:19])[CH3:18].[CH2:22]([Mg]Cl)[CH2:23][CH2:24][CH2:25][CH2:26][CH2:27][CH2:28][CH2:29][CH2:30][CH2:31][CH2:32][CH2:33][CH2:34][CH3:35]. The catalyst is C1COCC1.CN1C(=O)CCC1. The product is [CH2:16]([C:6]1[CH:5]=[CH:4][CH:3]=[C:2]([CH2:35][CH2:34][CH2:33][CH2:32][CH2:31][CH2:30][CH2:29][CH2:28][CH2:27][CH2:26][CH2:25][CH2:24][CH2:23][CH3:22])[N:7]=1)[CH:17]([CH3:19])[CH3:18]. The yield is 0.710. (2) The yield is 0.310. The catalyst is C(Cl)Cl. The product is [Cl:1][S:2]([C:14]1[CH:15]=[CH:16][C:11]([NH:10][C:8](=[O:9])[C:7]([F:25])([F:24])[F:6])=[CH:12][C:13]=1[CH2:17][CH2:18][C:19]([O:21][CH2:22][CH3:23])=[O:20])(=[O:5])=[O:3]. The reactants are [Cl:1][S:2]([OH:5])(=O)=[O:3].[F:6][C:7]([F:25])([F:24])[C:8]([NH:10][C:11]1[CH:12]=[C:13]([CH2:17][CH2:18][C:19]([O:21][CH2:22][CH3:23])=[O:20])[CH:14]=[CH:15][CH:16]=1)=[O:9]. (3) The reactants are Br[CH2:2][C:3]1[C:11]2[O:10][C:9]([C:12]3[CH:17]=[CH:16][C:15]([OH:18])=[CH:14][CH:13]=3)=[N:8][C:7]=2[CH:6]=[C:5]([OH:19])[CH:4]=1.C1OCCOCCOCCOCCOCCOC1.[C-:38]#[N:39].[K+].O. The catalyst is CN(C)C=O. The product is [OH:19][C:5]1[CH:4]=[C:3]([CH2:2][C:38]#[N:39])[C:11]2[O:10][C:9]([C:12]3[CH:17]=[CH:16][C:15]([OH:18])=[CH:14][CH:13]=3)=[N:8][C:7]=2[CH:6]=1. The yield is 0.750. (4) The reactants are [C:1]([NH:9][C:10]1[CH:30]=[CH:29][N:13]([C@@H:14]2[O:28][C@H:18]([CH2:19][O:20][Si:21]([C:24]([CH3:27])([CH3:26])[CH3:25])([CH3:23])[CH3:22])[C@@H:16]([OH:17])[CH2:15]2)[C:12](=[O:31])[N:11]=1)(=[O:8])[C:2]1[CH:7]=[CH:6][CH:5]=[CH:4][CH:3]=1.[CH3:32][S:33]([CH3:35])=O.C(OC(=O)C)(=O)C.C([O-])(O)=O.[Na+]. The catalyst is CCOC(C)=O.C(O)(=O)C. The product is [C:1]([NH:9][C:10]1[CH:30]=[CH:29][N:13]([C@@H:14]2[O:28][C@H:18]([CH2:19][O:20][Si:21]([C:24]([CH3:25])([CH3:26])[CH3:27])([CH3:23])[CH3:22])[C@@H:16]([O:17][CH2:32][S:33][CH3:35])[CH2:15]2)[C:12](=[O:31])[N:11]=1)(=[O:8])[C:2]1[CH:3]=[CH:4][CH:5]=[CH:6][CH:7]=1. The yield is 0.730.